This data is from Catalyst prediction with 721,799 reactions and 888 catalyst types from USPTO. The task is: Predict which catalyst facilitates the given reaction. (1) Reactant: [CH3:1][C:2]1[C:7]([CH2:8][S+:9]([O-:19])[C:10]2[N-:11][C:12]3[CH:13]=[CH:14][CH:15]=[CH:16][C:17]=3[N:18]=2)=[N:6][CH:5]=[CH:4][C:3]=1[O:20][CH2:21][CH2:22][CH2:23][O:24][CH3:25].[Na+].C([O-])(=O)C.[Mg+2:31].C([O-])(=O)C. Product: [CH3:1][C:2]1[C:7]([CH2:8][S+:9]([O-:19])[C:10]2[NH:11][C:12]3[CH:13]=[CH:14][CH:15]=[CH:16][C:17]=3[N:18]=2)=[N:6][CH:5]=[CH:4][C:3]=1[O:20][CH2:21][CH2:22][CH2:23][O:24][CH3:25].[Mg:31]. The catalyst class is: 6. (2) The catalyst class is: 445. Product: [I:19][C:2]1[CH:10]=[CH:9][C:8]([S:11]([CH3:14])(=[O:13])=[O:12])=[CH:7][C:3]=1[C:4]([OH:6])=[O:5]. Reactant: N[C:2]1[CH:10]=[CH:9][C:8]([S:11]([CH3:14])(=[O:13])=[O:12])=[CH:7][C:3]=1[C:4]([OH:6])=[O:5].N([O-])=O.[Na+].[I-:19].[K+].